Task: Predict the reaction yield, written as a fraction of the theoretical maximum amount of product (1.0 means a 100% yield; for example, 0.34 means a 34% yield).. Dataset: Reaction yield outcomes from USPTO patents with 853,638 reactions The reactants are Cl[C:2]1[S:3][C:4]2[CH:10]=[CH:9][CH:8]=[CH:7][C:5]=2[N:6]=1.[N:11]12[CH2:19][CH2:18][CH:15]([CH2:16][CH2:17]1)[NH:14][CH2:13][CH2:12]2.CCN(CC)CC. The catalyst is CN(C=O)C.CCOC(C)=O.O. The product is [S:3]1[C:4]2[CH:10]=[CH:9][CH:8]=[CH:7][C:5]=2[N:6]=[C:2]1[N:14]1[CH:15]2[CH2:18][CH2:19][N:11]([CH2:17][CH2:16]2)[CH2:12][CH2:13]1. The yield is 0.340.